Task: Predict the reactants needed to synthesize the given product.. Dataset: Full USPTO retrosynthesis dataset with 1.9M reactions from patents (1976-2016) Given the product [ClH:30].[Cl:30][C:31]1[C:32]([N:59]2[CH2:60][CH2:61][CH:62]([C:65]([N:1]3[CH2:6][CH2:5][O:4][CH2:3][CH2:2]3)=[O:66])[CH2:63][CH2:64]2)=[N:33][CH:34]=[C:35]([CH:36]=1)[C:37]([NH:38][C:39]1[S:40][C:41]([CH2:50][N:51]([CH2:53][CH2:54][CH2:55][O:56][CH3:57])[CH3:52])=[C:42]([C:44]2[S:45][CH:46]=[C:47]([Cl:49])[CH:48]=2)[N:43]=1)=[O:58], predict the reactants needed to synthesize it. The reactants are: [NH:1]1[CH2:6][CH2:5][O:4][CH2:3][CH2:2]1.CCN=C=NCCCN(C)C.Cl.C1C=CC2N(O)N=NC=2C=1.Cl.[Cl:30][C:31]1[C:32]([N:59]2[CH2:64][CH2:63][CH:62]([C:65](O)=[O:66])[CH2:61][CH2:60]2)=[N:33][CH:34]=[C:35]([C:37](=[O:58])[NH:38][C:39]2[S:40][C:41]([CH2:50][N:51]([CH2:53][CH2:54][CH2:55][O:56][CH3:57])[CH3:52])=[C:42]([C:44]3[S:45][CH:46]=[C:47]([Cl:49])[CH:48]=3)[N:43]=2)[CH:36]=1.